Dataset: Forward reaction prediction with 1.9M reactions from USPTO patents (1976-2016). Task: Predict the product of the given reaction. (1) The product is: [F:1][C:2]1[CH:7]=[C:6]([O:8][C:9]([F:11])([F:12])[F:10])[CH:5]=[CH:4][C:3]=1[C@@H:13]([NH2:15])[CH3:14].[ClH:22]. Given the reactants [F:1][C:2]1[CH:7]=[C:6]([O:8][C:9]([F:12])([F:11])[F:10])[CH:5]=[CH:4][C:3]=1[C@@H:13]([NH:15][S@](C(C)(C)C)=O)[CH3:14].[ClH:22], predict the reaction product. (2) Given the reactants [F:1][C:2]1[CH:7]=[CH:6][C:5]([C:8]2[NH:12][C:11]3[CH:13]=[CH:14][C:15]([C@@H:17]4[O:22][CH2:21][CH2:20][N:19](C(OC(C)(C)C)=O)[CH2:18]4)=[CH:16][C:10]=3[N:9]=2)=[CH:4][CH:3]=1.[ClH:30].CCOCC, predict the reaction product. The product is: [ClH:30].[F:1][C:2]1[CH:7]=[CH:6][C:5]([C:8]2[NH:12][C:11]3[CH:13]=[CH:14][C:15]([C@@H:17]4[O:22][CH2:21][CH2:20][NH:19][CH2:18]4)=[CH:16][C:10]=3[N:9]=2)=[CH:4][CH:3]=1. (3) Given the reactants [C:12]([O:11][C:9](O[C:9]([O:11][C:12]([CH3:15])([CH3:14])[CH3:13])=[O:10])=[O:10])([CH3:15])([CH3:14])[CH3:13].[Cl:16][C:17]1[N:22]=[C:21]([N:23]2[CH2:28][CH2:27][CH2:26][C@@H:25]([NH2:29])[CH2:24]2)[CH:20]=[C:19]([CH2:30][CH2:31][CH3:32])[N:18]=1.C(N(CC)CC)C, predict the reaction product. The product is: [Cl:16][C:17]1[N:22]=[C:21]([N:23]2[CH2:28][CH2:27][CH2:26][C@@H:25]([NH:29][C:9](=[O:10])[O:11][C:12]([CH3:13])([CH3:14])[CH3:15])[CH2:24]2)[CH:20]=[C:19]([CH2:30][CH2:31][CH3:32])[N:18]=1. (4) Given the reactants [F:1][C:2]1[C:7]2=[N:8][O:9][C:10]([CH3:11])=[C:6]2[N:5]=[C:4]2[NH:12][C:13](=[O:23])[N:14]([C:15]3[CH:20]=[CH:19][C:18]([I:21])=[CH:17][C:16]=3[F:22])[C:3]=12.[Li+].C[Si]([N-][Si](C)(C)C)(C)C.[CH:34]1([S:37](Cl)(=[O:39])=[O:38])[CH2:36][CH2:35]1, predict the reaction product. The product is: [CH:34]1([S:37]([N:12]2[C:4]3=[N:5][C:6]4[C:7](=[N:8][O:9][C:10]=4[CH3:11])[C:2]([F:1])=[C:3]3[N:14]([C:15]3[CH:20]=[CH:19][C:18]([I:21])=[CH:17][C:16]=3[F:22])[C:13]2=[O:23])(=[O:39])=[O:38])[CH2:36][CH2:35]1.